From a dataset of Full USPTO retrosynthesis dataset with 1.9M reactions from patents (1976-2016). Predict the reactants needed to synthesize the given product. (1) Given the product [CH3:14][C:13]1([CH3:15])[N:9]([CH2:8][C:6]2[CH:5]=[CH:4][N:3]=[C:2]([NH:1][C:30]3[CH:31]=[N:32][CH:33]=[CH:34][CH:35]=3)[N:7]=2)[C:10](=[O:28])[N:11]([C:17]2[CH:22]=[CH:21][C:20]([S:23][C:24]([F:27])([F:26])[F:25])=[CH:19][CH:18]=2)[C:12]1=[O:16], predict the reactants needed to synthesize it. The reactants are: [NH2:1][C:2]1[N:7]=[C:6]([CH2:8][N:9]2[C:13]([CH3:15])([CH3:14])[C:12](=[O:16])[N:11]([C:17]3[CH:22]=[CH:21][C:20]([S:23][C:24]([F:27])([F:26])[F:25])=[CH:19][CH:18]=3)[C:10]2=[O:28])[CH:5]=[CH:4][N:3]=1.Br[C:30]1[CH:31]=[N:32][CH:33]=[CH:34][CH:35]=1.C(=O)([O-])[O-].[Cs+].[Cs+].CC1(C)C2C=CC=C(P(C3C=CC=CC=3)C3C=CC=CC=3)C=2OC2C1=CC=CC=2P(C1C=CC=CC=1)C1C=CC=CC=1. (2) Given the product [C:1]([NH:4][C:5]1[CH:13]=[CH:12][C:11]([S:14]([C:17]2[CH:18]=[CH:19][C:20]([CH2:23][CH2:24][NH:25][CH2:26][C@@H:27]([C:29]3[CH:34]=[CH:33][CH:32]=[C:31]([Cl:35])[CH:30]=3)[OH:28])=[CH:21][CH:22]=2)(=[O:16])=[O:15])=[CH:10][C:6]=1[C:7]([OH:9])=[O:8])(=[O:3])[CH3:2], predict the reactants needed to synthesize it. The reactants are: [C:1]([NH:4][C:5]1[CH:13]=[CH:12][C:11]([S:14]([C:17]2[CH:22]=[CH:21][C:20]([CH2:23][CH2:24][N:25](C(OC(C)(C)C)=O)[CH2:26][C@@H:27]([C:29]3[CH:34]=[CH:33][CH:32]=[C:31]([Cl:35])[CH:30]=3)[OH:28])=[CH:19][CH:18]=2)(=[O:16])=[O:15])=[CH:10][C:6]=1[C:7]([OH:9])=[O:8])(=[O:3])[CH3:2].Cl.